Predict the product of the given reaction. From a dataset of Forward reaction prediction with 1.9M reactions from USPTO patents (1976-2016). (1) Given the reactants FC(F)(F)C(O)=O.[CH:8]([O:11][C:12]1[CH:17]=[CH:16][C:15]([N+:18]([O-:20])=[O:19])=[CH:14][C:13]=1[CH2:21][NH2:22])([CH3:10])[CH3:9].C(=O)(O)[O-].[Na+].[C:28](O[C:28]([O:30][C:31]([CH3:34])([CH3:33])[CH3:32])=[O:29])([O:30][C:31]([CH3:34])([CH3:33])[CH3:32])=[O:29], predict the reaction product. The product is: [CH:8]([O:11][C:12]1[CH:17]=[CH:16][C:15]([N+:18]([O-:20])=[O:19])=[CH:14][C:13]=1[CH2:21][NH:22][C:28](=[O:29])[O:30][C:31]([CH3:34])([CH3:33])[CH3:32])([CH3:10])[CH3:9]. (2) The product is: [Cl:1][C:2]1[C:3]([CH3:40])=[C:4]([C:18]2[CH:23]=[CH:22][CH:21]=[C:20]([CH2:24][O:25][C:26]3[CH:39]=[CH:38][C:29]4[C@H:30]([CH2:33][C:34]([OH:36])=[O:35])[CH2:31][O:32][C:28]=4[CH:27]=3)[CH:19]=2)[C:5]([CH3:17])=[C:6]([Cl:16])[C:7]=1[O:8][CH2:9][CH2:10][CH2:11][S:12]([CH3:15])(=[O:14])=[O:13]. Given the reactants [Cl:1][C:2]1[C:3]([CH3:40])=[C:4]([C:18]2[CH:23]=[CH:22][CH:21]=[C:20]([CH2:24][O:25][C:26]3[CH:39]=[CH:38][C:29]4[C@H:30]([CH2:33][C:34]([O:36]C)=[O:35])[CH2:31][O:32][C:28]=4[CH:27]=3)[CH:19]=2)[C:5]([CH3:17])=[C:6]([Cl:16])[C:7]=1[O:8][CH2:9][CH2:10][CH2:11][S:12]([CH3:15])(=[O:14])=[O:13].CO.[OH-].[Na+].C(O)(=O)CC(CC(O)=O)(C(O)=O)O, predict the reaction product.